Dataset: Peptide-MHC class II binding affinity with 134,281 pairs from IEDB. Task: Regression. Given a peptide amino acid sequence and an MHC pseudo amino acid sequence, predict their binding affinity value. This is MHC class II binding data. The peptide sequence is SDTPYRVNRYTKSAH. The MHC is DRB1_1501 with pseudo-sequence DRB1_1501. The binding affinity (normalized) is 0.223.